From a dataset of Peptide-MHC class II binding affinity with 134,281 pairs from IEDB. Regression. Given a peptide amino acid sequence and an MHC pseudo amino acid sequence, predict their binding affinity value. This is MHC class II binding data. (1) The peptide sequence is ALTKAITAMSEVQKV. The MHC is DRB1_1501 with pseudo-sequence DRB1_1501. The binding affinity (normalized) is 0.302. (2) The peptide sequence is CTNAKVTAKGVSEAN. The MHC is DRB3_0101 with pseudo-sequence DRB3_0101. The binding affinity (normalized) is 0.0477. (3) The peptide sequence is YDKFLANVSTVLTGH. The binding affinity (normalized) is 0.914. The MHC is DRB1_1302 with pseudo-sequence DRB1_1302. (4) The MHC is DRB5_0101 with pseudo-sequence DRB5_0101. The peptide sequence is IGTGDDCISIGPGST. The binding affinity (normalized) is 0.177. (5) The peptide sequence is DTFRKLFRRYSNFLR. The MHC is DRB1_1302 with pseudo-sequence DRB1_1302. The binding affinity (normalized) is 0.546. (6) The peptide sequence is PDKFLANVSTVLTGK. The MHC is DRB1_0405 with pseudo-sequence DRB1_0405. The binding affinity (normalized) is 0.359. (7) The peptide sequence is AFKVAATAANWAPAN. The MHC is DRB1_0901 with pseudo-sequence DRB1_0901. The binding affinity (normalized) is 0.625. (8) The peptide sequence is AAWGGSGSEAYQGVQ. The MHC is DRB1_1201 with pseudo-sequence DRB1_1201. The binding affinity (normalized) is 0.166. (9) The peptide sequence is WLDAKSTWYGKPTAA. The MHC is DRB3_0101 with pseudo-sequence DRB3_0101. The binding affinity (normalized) is 0.0151.